Predict the reactants needed to synthesize the given product. From a dataset of Full USPTO retrosynthesis dataset with 1.9M reactions from patents (1976-2016). (1) Given the product [CH2:1]([O:3][C:4]([C:6]1[N:7]([CH3:29])[CH:8]=[C:9]([C:25]#[N:26])[C:10]=1[C:11]1[CH:12]=[CH:13][C:14]([C:31]2[C:36]3[S:37][CH:38]=[CH:39][C:35]=3[CH:34]=[CH:33][CH:32]=2)=[CH:15][CH:16]=1)=[O:5])[CH3:2], predict the reactants needed to synthesize it. The reactants are: [CH2:1]([O:3][C:4]([C:6]1[N:7]([CH3:29])[C:8](CC)=[C:9]([C:25]#[N:26])[C:10]=1[C:11]1[CH:16]=[CH:15][C:14](OS(C(F)(F)F)(=O)=O)=[CH:13][CH:12]=1)=[O:5])[CH3:2].Br[C:31]1[C:36]2[S:37][CH:38]=[CH:39][C:35]=2[CH:34]=[CH:33][CH:32]=1. (2) Given the product [F:20][C:21]1[CH:28]=[CH:27][C:24]([CH2:25][N:12]2[C:13]3[CH:18]=[CH:17][CH:16]=[CH:15][C:14]=3[N:10]([C:4]3[S:5][C:6]([C:7]([O:9][CH2:36][CH3:37])=[O:8])=[C:2]([CH3:1])[N:3]=3)[C:11]2=[O:19])=[CH:23][CH:22]=1, predict the reactants needed to synthesize it. The reactants are: [CH3:1][C:2]1[N:3]=[C:4]([N:10]2[C:14]3[CH:15]=[CH:16][CH:17]=[CH:18][C:13]=3[NH:12][C:11]2=[O:19])[S:5][C:6]=1[C:7]([O-:9])=[O:8].[F:20][C:21]1[CH:28]=[CH:27][C:24]([CH2:25]Br)=[CH:23][CH:22]=1.C(=O)([O-])[O-].[K+].[K+].O1CC[CH2:37][CH2:36]1. (3) The reactants are: C(=O)([O-])O.[Na+].Cl.[NH2:7][OH:8].[CH3:9][C:10]1[N:15]=[C:14]([C:16]#[N:17])[CH:13]=[C:12]([C:18]2[CH:23]=[CH:22][CH:21]=[CH:20][C:19]=2[Cl:24])[N:11]=1. Given the product [CH3:9][C:10]1[N:15]=[C:14]([C:16](=[N:7][OH:8])[NH2:17])[CH:13]=[C:12]([C:18]2[CH:23]=[CH:22][CH:21]=[CH:20][C:19]=2[Cl:24])[N:11]=1, predict the reactants needed to synthesize it.